From a dataset of Full USPTO retrosynthesis dataset with 1.9M reactions from patents (1976-2016). Predict the reactants needed to synthesize the given product. (1) Given the product [CH3:34][C:2]1([CH3:1])[CH2:11][C:10]2[C:5](=[CH:6][CH:7]=[C:8]([C:12]3[CH:17]=[CH:16][C:15]([C:18]([F:21])([F:20])[F:19])=[CH:14][CH:13]=3)[CH:9]=2)[N:4]([S:22]([C:25]2[CH:32]=[CH:31][C:28]([C:29]#[N:30])=[C:27]([O:37][CH2:35][CH3:36])[CH:26]=2)(=[O:24])=[O:23])[CH2:3]1, predict the reactants needed to synthesize it. The reactants are: [CH3:1][C:2]1([CH3:34])[CH2:11][C:10]2[C:5](=[CH:6][CH:7]=[C:8]([C:12]3[CH:17]=[CH:16][C:15]([C:18]([F:21])([F:20])[F:19])=[CH:14][CH:13]=3)[CH:9]=2)[N:4]([S:22]([C:25]2[CH:32]=[CH:31][C:28]([C:29]#[N:30])=[C:27](F)[CH:26]=2)(=[O:24])=[O:23])[CH2:3]1.[CH2:35]([OH:37])[CH3:36].[H-].[Na+].O. (2) Given the product [Cl:1][C:2]1[CH:3]=[CH:4][C:5]2[O:9][C:8]([C:10]([Cl:16])=[O:11])=[CH:7][C:6]=2[CH:13]=1, predict the reactants needed to synthesize it. The reactants are: [Cl:1][C:2]1[CH:3]=[CH:4][C:5]2[O:9][C:8]([C:10](O)=[O:11])=[CH:7][C:6]=2[CH:13]=1.S(Cl)([Cl:16])=O. (3) Given the product [CH2:1]([C:8]1([C:9]2[CH:8]=[CH:7][C:6]([CH:14]=[O:15])=[CH:11][CH:10]=2)[CH2:6][CH2:7]1)[C:2]1[CH:3]=[CH:2][CH:1]=[CH:4][CH:3]=1, predict the reactants needed to synthesize it. The reactants are: [CH2:1]([Li])[CH2:2][CH2:3][CH3:4].[CH3:6][CH2:7][CH2:8][CH2:9][CH2:10][CH3:11].CN(C)[CH:14]=[O:15]. (4) Given the product [NH2:20][C:10]1[C:9]2[N:8]=[C:7]([CH2:21][CH2:22][CH3:23])[N:6]([CH2:5][CH2:4][CH2:3][CH2:2][NH:1][S:32]([CH3:31])(=[O:34])=[O:33])[C:18]=2[C:17]2[CH:16]=[CH:15][C:14]([Br:19])=[CH:13][C:12]=2[N:11]=1, predict the reactants needed to synthesize it. The reactants are: [NH2:1][CH2:2][CH2:3][CH2:4][CH2:5][N:6]1[C:18]2[C:17]3[CH:16]=[CH:15][C:14]([Br:19])=[CH:13][C:12]=3[N:11]=[C:10]([NH2:20])[C:9]=2[N:8]=[C:7]1[CH2:21][CH2:22][CH3:23].C(N(CC)CC)C.[CH3:31][S:32](Cl)(=[O:34])=[O:33]. (5) The reactants are: Cl.[CH2:2]([O:9][C:10]1[CH:21]=[C:20]2[C:13]([NH:14][CH:15]=[C:16]2[CH2:17][CH2:18][NH2:19])=[CH:12][CH:11]=1)[C:3]1[CH:8]=[CH:7][CH:6]=[CH:5][CH:4]=1.[C:22]1(=O)[O:27][C:25](=[O:26])[C:24]2=[CH:28][CH:29]=[CH:30][CH:31]=[C:23]12.C(N(CC)C(C)C)(C)C.C(Cl)(Cl)Cl. Given the product [CH2:2]([O:9][C:10]1[CH:21]=[C:20]2[C:13](=[CH:12][CH:11]=1)[NH:14][CH:15]=[C:16]2[CH2:17][CH2:18][N:19]1[C:25](=[O:26])[C:24]2[C:23](=[CH:31][CH:30]=[CH:29][CH:28]=2)[C:22]1=[O:27])[C:3]1[CH:4]=[CH:5][CH:6]=[CH:7][CH:8]=1, predict the reactants needed to synthesize it.